Task: Predict which catalyst facilitates the given reaction.. Dataset: Catalyst prediction with 721,799 reactions and 888 catalyst types from USPTO (1) Reactant: [CH2:1]([C@@:8]12[CH2:21][CH2:20][C@:19]([OH:26])([C:22]([F:25])([F:24])[F:23])[CH2:18][C@H:17]1[CH2:16][C:15](O)([CH3:27])[C:14]1[CH:13]=[C:12]([C:29]([O:31][CH3:32])=[O:30])[CH:11]=[CH:10][C:9]2=1)[C:2]1[CH:7]=[CH:6][CH:5]=[CH:4][CH:3]=1.O.C1(C)C=CC(S(O)(=O)=O)=CC=1. Product: [CH2:1]([C@@:8]12[CH2:21][CH2:20][C@:19]([OH:26])([C:22]([F:24])([F:25])[F:23])[CH2:18][C@H:17]1[CH:16]=[C:15]([CH3:27])[C:14]1[CH:13]=[C:12]([C:29]([O:31][CH3:32])=[O:30])[CH:11]=[CH:10][C:9]2=1)[C:2]1[CH:7]=[CH:6][CH:5]=[CH:4][CH:3]=1. The catalyst class is: 11. (2) Reactant: [Cl:1][C:2]1[CH:3]=[C:4]2[C:8](=[CH:9][CH:10]=1)[NH:7][C:6]([C:11]1[CH:16]=[CH:15][C:14]([Cl:17])=[CH:13][C:12]=1[Cl:18])=[CH:5]2.[CH3:19]I.[H-].[Na+]. Product: [Cl:1][C:2]1[CH:3]=[C:4]2[C:8](=[CH:9][CH:10]=1)[N:7]([CH3:19])[C:6]([C:11]1[CH:16]=[CH:15][C:14]([Cl:17])=[CH:13][C:12]=1[Cl:18])=[CH:5]2. The catalyst class is: 7.